From a dataset of Experimentally validated miRNA-target interactions with 360,000+ pairs, plus equal number of negative samples. Binary Classification. Given a miRNA mature sequence and a target amino acid sequence, predict their likelihood of interaction. (1) The miRNA is dre-let-7a with sequence UGAGGUAGUAGGUUGUAUAGUU. The protein sequence of the target gene is MWLRLGPPSLSLSPKPTVGRSLCLTLWFLSLALRASTQAPAPTVNTHFGKLRGARVPLPSEILGPVDQYLGVPYAAPPIGEKRFLPPEPPPSWSGIRNATHFPPVCPQNIHTAVPEVMLPVWFTANLDIVATYIQEPNEDCLYLNVYVPTEDVKRISKECARKPNKKICRKGGSGAKKQGEDLADNDGDEDEDIRDSGAKPVMVYIHGGSYMEGTGNMIDGSILASYGNVIVITLNYRVGVLGFLSTGDQAAKGNYGLLDQIQALRWVSENIAFFGGDPRRITVFGSGIGASCVSLLTLS.... Result: 0 (no interaction). (2) The miRNA is mmu-miR-3091-5p with sequence CAUGGGUCUGGUUGGGCCCGC. The protein sequence of the target gene is MEPATAPRPDMAPELTPEEEQATKQFLEEINKWTVQYNVSPLSWNVAVKFLMARKFDVLRAVELFHCYRETRRKEGIVKLKPHEEPLRSEILSGKFTILNVRDPTGASIALFTARLHHPHKSAQHVVLQALFYLLDRAVDSFETQRNGLVFIYDMCGSNYANFELDLGKKVLNLLKGAFPARLKKVLIVGAPIWFRVPYSIISLLLKDKVRERIQILKTSEVTQHLPRECLPENLGGYVKIDLATWNFQFLPQVNGHPDPFDEIILSSLPPALDWDSVHVPGPHAMTIQELVDYVNTRQK.... Result: 0 (no interaction). (3) The miRNA is cel-miR-255-3p with sequence AAACUGAAGAGAUUUUUUACAG. The protein sequence of the target gene is MEGQSGRCKIVVVGDAECGKTALLQVFAKDAYPGSYVPTVFENYTASFEIDKRRIELNMWDTSGSSYYDNVRPLAYPDSDAVLICFDISRPETLDSVLKKWQGETQEFCPNAKVVLVGCKLDMRTDLATLRELSKQRLIPVTHEQGTVLAKQVGAVSYVECSSRSSERSVRDVFHVATVASLGRGHRQLRRTDSRRGMQRSAQLSGRPDRGNEGEIHKDRAKSCNLM. Result: 0 (no interaction). (4) The miRNA is hsa-miR-6881-3p with sequence AUCCUCUUUCGUCCUUCCCACU. The protein sequence of the target gene is MLRVAWRTLSLIRTRAVTQVLVPGLPGGGSAKFPFNQWGLQPRSLLLQAARGYVVRKPAQSRLDDDPPPSTLLKDYQNVPGIEKVDDVVKRLLSLEMANKKEMLKIKQEQFMKKIVANPEDTRSLEARIIALSVKIRSYEEHLEKHRKDKAHKRYLLMSIDQRKKMLKNLRNTNYDVFEKICWGLGIEYTFPPLYYRRAHRRFVTKKALCIRVFQETQKLKKRRRALKAAAAAQKQAKRRNPDSPAKAIPKTLKDSQ. Result: 1 (interaction). (5) The miRNA is hsa-miR-30a-5p with sequence UGUAAACAUCCUCGACUGGAAG. The protein sequence of the target gene is MIPVTEFRQFSEQQPAFRVLKPWWDVFTDYLSVAMLMIGVFGCTLQVMQDKIICLPKRVQPAQNHSSLSNVSQAVASTTPLPPPKPSPANPITVEMKGLKTDLDLQQYSFINQMCYERALHWYAKYFPYLVLIHTLVFMLCSNFWFKFPGSSSKIEHFISILGKCFDSPWTTRALSEVSGEDSEEKDNRKNNMNRSNTIQSGPEDSLVNSQSLKSIPEKFVVDKSTAGALDKKEGEQAKALFEKVKKFRLHVEEGDILYAMYVRQTVLKVIKFLIIIAYNSALVSKVQFTVDCNVDIQDM.... Result: 1 (interaction).